From a dataset of Catalyst prediction with 721,799 reactions and 888 catalyst types from USPTO. Predict which catalyst facilitates the given reaction. Reactant: Cl[C:2]1[CH:7]=[C:6]([Cl:8])[N:5]=[CH:4][N:3]=1.[Cl:9][C:10]([Cl:14])([CH3:13])[CH2:11][OH:12].[H-].[Na+].[Cl-].[NH4+]. Product: [Cl:8][C:6]1[CH:7]=[C:2]([O:12][CH2:11][C:10]([Cl:14])([Cl:9])[CH3:13])[N:3]=[CH:4][N:5]=1. The catalyst class is: 7.